Dataset: Catalyst prediction with 721,799 reactions and 888 catalyst types from USPTO. Task: Predict which catalyst facilitates the given reaction. (1) Reactant: [CH3:1][O:2][C:3]([C:5]1[S:6][C:7]([CH3:11])=[CH:8][C:9]=1[Cl:10])=[O:4].C1C(=O)N([Br:19])C(=O)C1. Product: [CH3:1][O:2][C:3]([C:5]1[S:6][C:7]([CH2:11][Br:19])=[CH:8][C:9]=1[Cl:10])=[O:4]. The catalyst class is: 53. (2) Reactant: [F:1][C:2]1[CH:7]=[CH:6][CH:5]=[CH:4][C:3]=1[NH:8][C:9]1[N:17]=[CH:16][CH:15]=[CH:14][C:10]=1[C:11]([OH:13])=O.CCN=C=NCCCN(C)C.C1C=CC2N(O)N=NC=2C=1.CCN(C(C)C)C(C)C.[CH3:48][C:49]([NH2:53])([C:51]#[CH:52])[CH3:50]. Product: [F:1][C:2]1[CH:7]=[CH:6][CH:5]=[CH:4][C:3]=1[NH:8][C:9]1[N:17]=[CH:16][CH:15]=[CH:14][C:10]=1[C:11]([NH:53][C:49]([CH3:50])([C:51]#[CH:52])[CH3:48])=[O:13]. The catalyst class is: 2.